This data is from Full USPTO retrosynthesis dataset with 1.9M reactions from patents (1976-2016). The task is: Predict the reactants needed to synthesize the given product. (1) The reactants are: CS(C)=O.[H-].[Na+].[I-].[CH3:8][S+](C)C.[CH:12]1([C:15]([C:17]2[CH:22]=[CH:21][C:20]([F:23])=[CH:19][CH:18]=2)=[O:16])[CH2:14][CH2:13]1. Given the product [CH:12]1([C:15]2([C:17]3[CH:18]=[CH:19][C:20]([F:23])=[CH:21][CH:22]=3)[CH2:8][O:16]2)[CH2:13][CH2:14]1, predict the reactants needed to synthesize it. (2) Given the product [CH2:34]([O:32][C@:17]1([CH3:33])[C@H:16]([O:15][CH2:8][C:9]2[CH:14]=[CH:13][CH:12]=[CH:11][CH:10]=2)[C@@H:20]([CH2:21][O:22][CH2:23][C:24]2[CH:25]=[CH:26][CH:27]=[CH:28][CH:29]=2)[O:19][C@@H:18]1[O:30][CH3:31])[C:35]1[CH:40]=[CH:39][CH:38]=[CH:37][CH:36]=1, predict the reactants needed to synthesize it. The reactants are: [H-].[Na+].CN(C)C=O.[CH2:8]([O:15][C@@H:16]1[C@@H:20]([CH2:21][O:22][CH2:23][C:24]2[CH:29]=[CH:28][CH:27]=[CH:26][CH:25]=2)[O:19][C@H:18]([O:30][CH3:31])[C@:17]1([CH3:33])[OH:32])[C:9]1[CH:14]=[CH:13][CH:12]=[CH:11][CH:10]=1.[CH2:34](Br)[C:35]1[CH:40]=[CH:39][CH:38]=[CH:37][CH:36]=1. (3) The reactants are: [Cl:1][C:2]1[CH:10]=[C:9]([F:11])[C:8]([F:12])=[CH:7][C:3]=1[C:4]([OH:6])=O.[C:13](Cl)(=O)[C:14](Cl)=O.[CH3:19][N:20]([CH:22]=O)C. Given the product [Cl:1][C:2]1[CH:10]=[C:9]([F:11])[C:8]([F:12])=[CH:7][C:3]=1[C:4]([N:20]1[CH2:22][CH2:14][CH2:13][CH2:19]1)=[O:6], predict the reactants needed to synthesize it. (4) Given the product [NH2:1][C:2]1[N:3]=[C:4]([C:20]2[O:21][CH:22]=[CH:23][CH:24]=2)[C:5]([C:13]2[CH:14]=[CH:15][C:16](=[O:19])[N:17]([CH2:25][CH2:26][CH3:27])[CH:18]=2)=[C:6]([C:8]2[O:9][CH:10]=[CH:11][CH:12]=2)[N:7]=1, predict the reactants needed to synthesize it. The reactants are: [NH2:1][C:2]1[N:7]=[C:6]([C:8]2[O:9][CH:10]=[CH:11][CH:12]=2)[C:5]([C:13]2[CH:14]=[CH:15][C:16](=[O:19])[NH:17][CH:18]=2)=[C:4]([C:20]2[O:21][CH:22]=[CH:23][CH:24]=2)[N:3]=1.[CH2:25](I)[CH2:26][CH3:27]. (5) Given the product [Br:13][C:9]1[CH:8]=[C:3]2[C:2](=[CH:11][C:10]=1[F:12])[N:1]=[C:14]([C:16]1[CH:17]=[N:18][CH:19]=[CH:20][CH:21]=1)[N:15]=[C:4]2[OH:6], predict the reactants needed to synthesize it. The reactants are: [NH2:1][C:2]1[CH:11]=[C:10]([F:12])[C:9]([Br:13])=[CH:8][C:3]=1[C:4]([O:6]C)=O.[C:14]([C:16]1[CH:17]=[N:18][CH:19]=[CH:20][CH:21]=1)#[N:15].O.[OH-].[Na+]. (6) Given the product [NH2:11][C:10]([C:7]1[CH:8]=[CH:9][C:4]([C:3]([O:2][CH3:1])=[O:12])=[CH:5][CH:6]=1)=[S:14], predict the reactants needed to synthesize it. The reactants are: [CH3:1][O:2][C:3](=[O:12])[C:4]1[CH:9]=[CH:8][C:7]([C:10]#[N:11])=[CH:6][CH:5]=1.P([O-])(OCC)(SCC)=[S:14]. (7) Given the product [Br:1][C:2]1[CH:3]=[CH:4][C:5]([O:12][CH3:13])=[C:6]([S:8]([NH:19][C:16]2[CH:17]=[CH:18][S:14][CH:15]=2)(=[O:10])=[O:9])[CH:7]=1, predict the reactants needed to synthesize it. The reactants are: [Br:1][C:2]1[CH:3]=[CH:4][C:5]([O:12][CH3:13])=[C:6]([S:8](Cl)(=[O:10])=[O:9])[CH:7]=1.[S:14]1[CH:18]=[CH:17][C:16]([NH2:19])=[CH:15]1.O. (8) Given the product [CH:1]1([CH:4]([C:15]2[CH:20]=[CH:19][C:18]([O:21][CH3:22])=[C:17]([OH:23])[CH:16]=2)[CH2:5][C:6]([OH:14])=[O:7])[CH2:3][CH2:2]1, predict the reactants needed to synthesize it. The reactants are: [CH:1]1([CH:4]([C:15]2[CH:20]=[CH:19][C:18]([O:21][CH3:22])=[C:17]([OH:23])[CH:16]=2)[CH:5]2C(=O)OC(C)(C)[O:7][C:6]2=[O:14])[CH2:3][CH2:2]1.O. (9) Given the product [C:1]([C:3]([C:6]1[CH:7]=[C:8]([CH:42]=[CH:43][CH:44]=1)[C:9]([NH:11][C:12]1[CH:17]=[CH:16][C:15]([CH3:18])=[C:14]([NH:19][C:20]([C:22]2[CH:23]=[C:24]([CH3:41])[N:25]=[C:26]([N:28]3[CH2:33][CH2:32][NH:31][CH2:30][CH2:29]3)[N:27]=2)=[O:21])[CH:13]=1)=[O:10])([CH3:4])[CH3:5])#[N:2], predict the reactants needed to synthesize it. The reactants are: [C:1]([C:3]([C:6]1[CH:7]=[C:8]([CH:42]=[CH:43][CH:44]=1)[C:9]([NH:11][C:12]1[CH:17]=[CH:16][C:15]([CH3:18])=[C:14]([NH:19][C:20]([C:22]2[N:27]=[C:26]([N:28]3[CH2:33][CH2:32][N:31](C(OC(C)(C)C)=O)[CH2:30][CH2:29]3)[N:25]=[C:24]([CH3:41])[CH:23]=2)=[O:21])[CH:13]=1)=[O:10])([CH3:5])[CH3:4])#[N:2].